Dataset: Full USPTO retrosynthesis dataset with 1.9M reactions from patents (1976-2016). Task: Predict the reactants needed to synthesize the given product. Given the product [OH:8][C@H:9]1[CH2:10][CH2:11][C@H:12]([N:15]2[CH:19]=[C:18]([CH:20]=[O:21])[N:17]=[CH:16]2)[CH2:13][CH2:14]1, predict the reactants needed to synthesize it. The reactants are: [Si]([O:8][C@H:9]1[CH2:14][CH2:13][C@H:12]([N:15]2[CH:19]=[C:18]([CH:20]=[O:21])[N:17]=[CH:16]2)[CH2:11][CH2:10]1)(C(C)(C)C)(C)C.[F-].C([N+](CCCC)(CCCC)CCCC)CCC.[Cl-].[NH4+].